This data is from Forward reaction prediction with 1.9M reactions from USPTO patents (1976-2016). The task is: Predict the product of the given reaction. (1) Given the reactants [I:1][C:2]1[CH:7]=[CH:6][C:5]([CH2:8][C:9]([OH:11])=O)=[CH:4][CH:3]=1.[NH2:12][C:13]1[N:18]=[CH:17][C:16]([N:19]2[CH2:24][CH2:23][N:22]([C:25](=[O:27])[CH3:26])[CH2:21][CH2:20]2)=[CH:15][CH:14]=1.F[P-](F)(F)(F)(F)F.N1(OC(N(C)C)=[N+](C)C)C2N=CC=CC=2N=N1.CCN(C(C)C)C(C)C, predict the reaction product. The product is: [C:25]([N:22]1[CH2:21][CH2:20][N:19]([C:16]2[CH:15]=[CH:14][C:13]([NH:12][C:9](=[O:11])[CH2:8][C:5]3[CH:4]=[CH:3][C:2]([I:1])=[CH:7][CH:6]=3)=[N:18][CH:17]=2)[CH2:24][CH2:23]1)(=[O:27])[CH3:26]. (2) Given the reactants [CH2:1]([O:3][CH:4]([O:24][CH2:25][CH3:26])[C:5]1[O:13][C:12]2[C:11]([C:14]3[CH:15]=[C:16]([CH:19]=[CH:20][C:21]=3[O:22][CH3:23])[CH:17]=O)=[CH:10][N:9]=[CH:8][C:7]=2[CH:6]=1)[CH3:2].[NH:27]1[CH2:31][CH2:30][CH2:29][CH2:28]1.C(O)(=O)C.C(O[BH-](OC(=O)C)OC(=O)C)(=O)C.[Na+], predict the reaction product. The product is: [CH2:1]([O:3][CH:4]([O:24][CH2:25][CH3:26])[C:5]1[O:13][C:12]2[C:11]([C:14]3[CH:15]=[C:16]([CH2:17][N:27]4[CH2:31][CH2:30][CH2:29][CH2:28]4)[CH:19]=[CH:20][C:21]=3[O:22][CH3:23])=[CH:10][N:9]=[CH:8][C:7]=2[CH:6]=1)[CH3:2]. (3) Given the reactants Cl.OC[C:4]1[NH:5][CH:6]=[CH:7][N:8]=1.[C:9]1([C:15](Cl)([C:22]2[CH:27]=[CH:26][CH:25]=[CH:24][CH:23]=2)[C:16]2[CH:21]=[CH:20][CH:19]=[CH:18][CH:17]=2)[CH:14]=[CH:13][CH:12]=[CH:11][CH:10]=1.CN(C)[CH:31]=[O:32], predict the reaction product. The product is: [OH:32][CH2:31][C:6]1[N:5]=[CH:4][N:8]([C:15]([C:22]2[CH:27]=[CH:26][CH:25]=[CH:24][CH:23]=2)([C:16]2[CH:21]=[CH:20][CH:19]=[CH:18][CH:17]=2)[C:9]2[CH:14]=[CH:13][CH:12]=[CH:11][CH:10]=2)[CH:7]=1. (4) The product is: [F:1][C:2]1[CH:7]=[C:6]([N+:8]([O-:10])=[O:9])[CH:5]=[CH:4][C:3]=1[N:11]([CH3:31])[C:12]1[C:13]2[CH:20]=[CH:19][N:18]([CH2:21][O:22][CH2:23][CH2:24][Si:25]([CH3:28])([CH3:27])[CH3:26])[C:14]=2[N:15]=[CH:16][CH:17]=1. Given the reactants [F:1][C:2]1[CH:7]=[C:6]([N+:8]([O-:10])=[O:9])[CH:5]=[CH:4][C:3]=1[NH:11][C:12]1[C:13]2[CH:20]=[CH:19][N:18]([CH2:21][O:22][CH2:23][CH2:24][Si:25]([CH3:28])([CH3:27])[CH3:26])[C:14]=2[N:15]=[CH:16][CH:17]=1.[H-].[Na+].[CH3:31]I.O, predict the reaction product. (5) The product is: [CH3:13][O:14][CH:2]([C:4]1[NH:8][C:7]2[CH:9]=[CH:10][CH:11]=[CH:12][C:6]=2[N:5]=1)[CH3:3]. Given the reactants Cl[CH:2]([C:4]1[NH:8][C:7]2[CH:9]=[CH:10][CH:11]=[CH:12][C:6]=2[N:5]=1)[CH3:3].[CH3:13][O-:14].[Na+], predict the reaction product. (6) Given the reactants [C:1]([C:3]1[CH:4]=[C:5]([C:18](OC)=[O:19])[C:6]2[O:10][C:9]([C:11]3[CH:16]=[CH:15][CH:14]=[CH:13][CH:12]=3)=[CH:8][C:7]=2[CH:17]=1)#[N:2].[H-].[H-].[H-].[H-].[Li+].[Al+3].O.CCOC(C)=O, predict the reaction product. The product is: [OH:19][CH2:18][C:5]1[C:6]2[O:10][C:9]([C:11]3[CH:16]=[CH:15][CH:14]=[CH:13][CH:12]=3)=[CH:8][C:7]=2[CH:17]=[C:3]([C:1]#[N:2])[CH:4]=1. (7) The product is: [CH3:1][N:2]([CH3:3])[C:6]([C:8]1[N:9]([CH3:23])[C:10]([C:13]2[S:21][C:20]3[C:15](=[N:16][CH:17]=[CH:18][C:19]=3[Cl:22])[CH:14]=2)=[N:11][CH:12]=1)=[O:7]. Given the reactants [CH3:1][NH:2][CH3:3].CO[C:6]([C:8]1[N:9]([CH3:23])[C:10]([C:13]2[S:21][C:20]3[C:15](=[N:16][CH:17]=[CH:18][C:19]=3[Cl:22])[CH:14]=2)=[N:11][CH:12]=1)=[O:7], predict the reaction product.